From a dataset of Merck oncology drug combination screen with 23,052 pairs across 39 cell lines. Regression. Given two drug SMILES strings and cell line genomic features, predict the synergy score measuring deviation from expected non-interaction effect. (1) Drug 2: CC(C)CC(NC(=O)C(Cc1ccccc1)NC(=O)c1cnccn1)B(O)O. Synergy scores: synergy=-3.06. Drug 1: CCN(CC)CCNC(=O)c1c(C)[nH]c(C=C2C(=O)Nc3ccc(F)cc32)c1C. Cell line: MDAMB436. (2) Drug 1: O=C(O)C1(Cc2cccc(Nc3nccs3)n2)CCC(Oc2cccc(Cl)c2F)CC1. Drug 2: CC1(c2nc3c(C(N)=O)cccc3[nH]2)CCCN1. Cell line: SW620. Synergy scores: synergy=5.97. (3) Drug 1: COc1cc(C2c3cc4c(cc3C(OC3OC5COC(C)OC5C(O)C3O)C3COC(=O)C23)OCO4)cc(OC)c1O. Drug 2: O=C(CCCCCCC(=O)Nc1ccccc1)NO. Cell line: A2058. Synergy scores: synergy=3.45. (4) Drug 2: NC(=O)c1cccc2cn(-c3ccc(C4CCCNC4)cc3)nc12. Cell line: UACC62. Drug 1: COc1cccc2c1C(=O)c1c(O)c3c(c(O)c1C2=O)CC(O)(C(=O)CO)CC3OC1CC(N)C(O)C(C)O1. Synergy scores: synergy=-4.30. (5) Drug 1: COC12C(COC(N)=O)C3=C(C(=O)C(C)=C(N)C3=O)N1CC1NC12. Drug 2: N#Cc1ccc(Cn2cncc2CN2CCN(c3cccc(Cl)c3)C(=O)C2)cc1. Cell line: SKMES1. Synergy scores: synergy=-42.6. (6) Drug 1: CCN(CC)CCNC(=O)c1c(C)[nH]c(C=C2C(=O)Nc3ccc(F)cc32)c1C. Drug 2: Cc1nc(Nc2ncc(C(=O)Nc3c(C)cccc3Cl)s2)cc(N2CCN(CCO)CC2)n1. Cell line: A427. Synergy scores: synergy=30.8.